Dataset: Forward reaction prediction with 1.9M reactions from USPTO patents (1976-2016). Task: Predict the product of the given reaction. (1) Given the reactants N([C:8]1[N:17]([C:18]2[CH:23]=[CH:22][CH:21]=[CH:20][CH:19]=2)[C:16]2[N:15]=[C:14]([C:24]([OH:26])=O)[CH:13]=[C:12]([CH3:27])[C:11]=2[C:10](=[O:28])[CH:9]=1)C1C=CC=CC=1.Cl.[CH3:30][NH:31][O:32][CH3:33].[CH:34]1[CH:35]=[CH:36][C:37]2N(O)N=[N:40][C:38]=2[CH:39]=1.CCN=C=NCCCN(C)C, predict the reaction product. The product is: [NH:17]([C:8]1[N:40]([C:38]2[CH:39]=[CH:34][CH:35]=[CH:36][CH:37]=2)[C:16]2[N:15]=[C:14]([C:24]([N:31]([O:32][CH3:33])[CH3:30])=[O:26])[CH:13]=[C:12]([CH3:27])[C:11]=2[C:10](=[O:28])[CH:9]=1)[C:18]1[CH:19]=[CH:20][CH:21]=[CH:22][CH:23]=1. (2) Given the reactants [Br:1][C:2]1[CH:7]=[CH:6][C:5]([NH:8][C:9](=O)/[CH:10]=[CH:11]/[CH:12]2[CH2:17][CH2:16][O:15][CH2:14][CH2:13]2)=[C:4]([N+:19]([O-])=O)[CH:3]=1.C(O)(=O)C, predict the reaction product. The product is: [Br:1][C:2]1[CH:7]=[CH:6][C:5]2[NH:8][C:9](/[CH:10]=[CH:11]/[CH:12]3[CH2:17][CH2:16][O:15][CH2:14][CH2:13]3)=[N:19][C:4]=2[CH:3]=1. (3) Given the reactants C(N(CC)C(C)C)(C)C.[CH2:10]([O:12][C:13](=[O:17])[CH2:14][N+:15]#[C-:16])[CH3:11].[Si]([O:25][C:26]1[CH:31]=[C:30]([O:32][Si](C(C)(C)C)(C)C)[CH:29]=[CH:28][C:27]=1[C@H:40]1[CH2:45][CH2:44][C@H:43]([OH:46])[CH2:42][CH2:41]1)(C(C)(C)C)(C)C.CN(C)C=[O:50], predict the reaction product. The product is: [OH:25][C:26]1[CH:31]=[C:30]([OH:32])[CH:29]=[CH:28][C:27]=1[C@H:40]1[CH2:45][CH2:44][C@H:43]([O:46][C:16]([NH:15][CH2:14][C:13]([O:12][CH2:10][CH3:11])=[O:17])=[O:50])[CH2:42][CH2:41]1. (4) The product is: [NH2:10][C:9]1[CH:8]=[CH:7][O:6][C:5]=1[C:3]([O:2][CH3:1])=[O:4]. Given the reactants [CH3:1][O:2][C:3]([C:5]1[O:6][CH:7]=[CH:8][C:9]=1[NH:10]C(=O)OC(C)(C)C)=[O:4].FC(F)(F)C(O)=O, predict the reaction product. (5) The product is: [CH3:22][O:21][C:18]1[N:19]=[CH:20][C:15]([NH:14][S:10]([C:5]2[CH:6]=[CH:7][CH:8]=[CH:9][C:4]=2[N+:1]([O-:3])=[O:2])(=[O:12])=[O:11])=[CH:16][CH:17]=1. Given the reactants [N+:1]([C:4]1[CH:9]=[CH:8][CH:7]=[CH:6][C:5]=1[S:10](Cl)(=[O:12])=[O:11])([O-:3])=[O:2].[NH2:14][C:15]1[CH:16]=[CH:17][C:18]([O:21][CH3:22])=[N:19][CH:20]=1, predict the reaction product. (6) Given the reactants [CH3:1][C:2]([CH3:9])([CH3:8])[CH2:3][CH2:4][C:5]([OH:7])=O.C(N(C(C)C)C(C)C)C.F[P-](F)(F)(F)(F)F.N1(O[P+](N(C)C)(N(C)C)N(C)C)C2C=CC=CC=2N=N1.[CH2:46]([O:48][C:49]([C:51]1([CH2:57][CH2:58][O:59][CH3:60])[CH2:56][CH2:55][NH:54][CH2:53][CH2:52]1)=[O:50])[CH3:47], predict the reaction product. The product is: [CH2:46]([O:48][C:49]([C:51]1([CH2:57][CH2:58][O:59][CH3:60])[CH2:52][CH2:53][N:54]([C:5](=[O:7])[CH2:4][CH2:3][C:2]([CH3:1])([CH3:9])[CH3:8])[CH2:55][CH2:56]1)=[O:50])[CH3:47]. (7) Given the reactants F[C:2]1[CH:7]=[C:6]([N+:8]([O-:10])=[O:9])[CH:5]=[CH:4][C:3]=1[N:11]1[CH2:16][CH2:15][O:14][CH2:13][C:12]1([CH3:18])[CH3:17].[CH3:19][O-:20].[Na+], predict the reaction product. The product is: [CH3:19][O:20][C:2]1[CH:7]=[C:6]([N+:8]([O-:10])=[O:9])[CH:5]=[CH:4][C:3]=1[N:11]1[CH2:16][CH2:15][O:14][CH2:13][C:12]1([CH3:18])[CH3:17].